Dataset: Forward reaction prediction with 1.9M reactions from USPTO patents (1976-2016). Task: Predict the product of the given reaction. (1) The product is: [CH2:24]([O:31][C:32]1[CH:37]=[CH:36][N:35]([C:2]2[C:3]([F:23])=[CH:4][C:5]3[C:6]4[CH2:15][N:14]([C:16]([O:18][C:19]([CH3:22])([CH3:21])[CH3:20])=[O:17])[CH2:13][CH2:12][C:7]=4[N:8]([CH3:11])[C:9]=3[CH:10]=2)[C:34](=[O:38])[CH:33]=1)[C:25]1[CH:26]=[CH:27][CH:28]=[CH:29][CH:30]=1. Given the reactants Br[C:2]1[C:3]([F:23])=[CH:4][C:5]2[C:6]3[CH2:15][N:14]([C:16]([O:18][C:19]([CH3:22])([CH3:21])[CH3:20])=[O:17])[CH2:13][CH2:12][C:7]=3[N:8]([CH3:11])[C:9]=2[CH:10]=1.[CH2:24]([O:31][C:32]1[CH:37]=[CH:36][NH:35][C:34](=[O:38])[CH:33]=1)[C:25]1[CH:30]=[CH:29][CH:28]=[CH:27][CH:26]=1.C([O-])([O-])=O.[Cs+].[Cs+].OC1C=CC=C2C=1N=CC=C2, predict the reaction product. (2) Given the reactants [Cl:1][C:2]1[C:7]([C:8]([F:11])([F:10])[F:9])=[CH:6][CH:5]=[CH:4][C:3]=1[C:12]([N:14]1[CH2:19][CH2:18][N:17]([CH2:20][CH3:21])[C:16](=[O:22])[CH2:15]1)=[O:13].Br[CH:24]1[CH2:28]CC[CH2:25]1, predict the reaction product. The product is: [Cl:1][C:2]1[C:7]([C:8]([F:11])([F:9])[F:10])=[CH:6][CH:5]=[CH:4][C:3]=1[C:12]([N:14]1[CH2:19][CH2:18][N:17]([CH:20]2[CH2:28][CH2:24][CH2:25][CH2:21]2)[C:16](=[O:22])[CH2:15]1)=[O:13]. (3) Given the reactants [Br:1][C:2]1[C:3]([C:8]#N)=[N:4][CH:5]=[CH:6][CH:7]=1.C[O-:11].[Na+].Cl.[C:14](=O)([O-])[OH:15].[Na+], predict the reaction product. The product is: [Br:1][C:2]1[C:3]([C:8]([O:15][CH3:14])=[O:11])=[N:4][CH:5]=[CH:6][CH:7]=1.